Dataset: Full USPTO retrosynthesis dataset with 1.9M reactions from patents (1976-2016). Task: Predict the reactants needed to synthesize the given product. Given the product [O:3]1[CH:7]=[CH:6][CH:5]=[C:4]1[CH2:8][NH:9][C:10]1[N:11]=[C:12]([NH:24][C:25]2[CH:26]=[C:27]3[C:28](=[CH:33][CH:34]=2)[NH:29][CH:30]=[CH:35]3)[N:13]=[C:14]([NH:16][C:17]2[CH:22]=[CH:21][C:20]([OH:23])=[CH:19][CH:18]=2)[N:15]=1, predict the reactants needed to synthesize it. The reactants are: OO.[O:3]1[CH:7]=[CH:6][CH:5]=[C:4]1[CH2:8][NH:9][C:10]1[N:15]=[C:14]([NH:16][C:17]2[CH:22]=[CH:21][C:20]([OH:23])=[CH:19][CH:18]=2)[N:13]=[C:12]([NH:24][C:25]2[CH:34]=[CH:33][C:28]3[NH:29][C:30](=O)N[C:27]=3[CH:26]=2)[N:11]=1.[C:35]([O-])([O-])=O.[K+].[K+].CS(C)=O.